Dataset: Forward reaction prediction with 1.9M reactions from USPTO patents (1976-2016). Task: Predict the product of the given reaction. (1) The product is: [CH2:25]([N:24]([CH2:17][C:18]1[CH:23]=[CH:22][CH:21]=[CH:20][CH:19]=1)[C:14]([CH:11]1[CH2:10][CH2:9][N:8]([C:6]([O:5][C:1]([CH3:2])([CH3:3])[CH3:4])=[O:7])[CH2:13][CH2:12]1)=[O:16])[C:26]1[CH:31]=[CH:30][CH:29]=[CH:28][CH:27]=1. Given the reactants [C:1]([O:5][C:6]([N:8]1[CH2:13][CH2:12][CH:11]([C:14]([OH:16])=O)[CH2:10][CH2:9]1)=[O:7])([CH3:4])([CH3:3])[CH3:2].[CH2:17]([NH:24][CH2:25][C:26]1[CH:31]=[CH:30][CH:29]=[CH:28][CH:27]=1)[C:18]1[CH:23]=[CH:22][CH:21]=[CH:20][CH:19]=1.C(N(C(C)C)CC)(C)C.C1CN([P+](Br)(N2CCCC2)N2CCCC2)CC1.F[P-](F)(F)(F)(F)F, predict the reaction product. (2) Given the reactants OC(C(F)(F)F)=O.[NH2:8][CH2:9][C:10]1[NH:11][CH:12]=[CH:13][C:14]=1[C:15]([OH:17])=O.C(Cl)Cl.CCN(C(C)C)C(C)C.F[P-](F)(F)(F)(F)F.N1(O[P+](N2CCCC2)(N2CCCC2)N2CCCC2)C2C=CC=CC=2N=N1, predict the reaction product. The product is: [NH:11]1[CH:12]=[CH:13][C:14]2[C:15](=[O:17])[NH:8][CH2:9][C:10]1=2. (3) Given the reactants [F:1][CH:2]1[CH2:28][CH:5]2[CH:6]([C:18]3[CH:23]=[CH:22][C:21]([O:24]COC)=[CH:20][CH:19]=3)[O:7][C:8]3[CH:9]=[CH:10][C:11]([O:14]COC)=[CH:12][C:13]=3[CH:4]2[CH2:3]1.Cl.CCOC(C)=O.CCOC(C)=O.CCCCCC, predict the reaction product. The product is: [F:1][C@@H:2]1[CH2:28][C@H:5]2[C@@H:6]([C:18]3[CH:23]=[CH:22][C:21]([OH:24])=[CH:20][CH:19]=3)[O:7][C:8]3[CH:9]=[CH:10][C:11]([OH:14])=[CH:12][C:13]=3[C@H:4]2[CH2:3]1. (4) Given the reactants O[C:2]1[C:7]([C:8]#[N:9])=[C:6]([C:10]2[CH:15]=[CH:14][CH:13]=[C:12]([N+:16]([O-:18])=[O:17])[CH:11]=2)[N:5]=[CH:4][N:3]=1.O=P(Cl)(Cl)[Cl:21], predict the reaction product. The product is: [Cl:21][C:2]1[C:7]([C:8]#[N:9])=[C:6]([C:10]2[CH:15]=[CH:14][CH:13]=[C:12]([N+:16]([O-:18])=[O:17])[CH:11]=2)[N:5]=[CH:4][N:3]=1. (5) Given the reactants O[C:2]1[C:11]2[C:6](=[C:7]([CH3:12])[CH:8]=[CH:9][CH:10]=2)[N:5]=[C:4]([C:13]([O:15][CH2:16][CH3:17])=[O:14])[N:3]=1.O=P(Cl)(Cl)[Cl:20], predict the reaction product. The product is: [Cl:20][C:2]1[C:11]2[C:6](=[C:7]([CH3:12])[CH:8]=[CH:9][CH:10]=2)[N:5]=[C:4]([C:13]([O:15][CH2:16][CH3:17])=[O:14])[N:3]=1. (6) Given the reactants [C:1]([C:5]1[CH:13]=[CH:12][C:8]([C:9](O)=[O:10])=[CH:7][CH:6]=1)([CH3:4])([CH3:3])[CH3:2].S(Cl)([Cl:16])=O, predict the reaction product. The product is: [C:1]([C:5]1[CH:13]=[CH:12][C:8]([C:9]([Cl:16])=[O:10])=[CH:7][CH:6]=1)([CH3:4])([CH3:3])[CH3:2]. (7) Given the reactants [CH:1]1([NH2:7])[CH2:6][CH2:5][CH2:4][CH2:3][CH2:2]1.Cl[CH2:9][Si:10](C)([O:13][CH3:14])[O:11][CH3:12].[SiH4], predict the reaction product. The product is: [CH:1]1([NH:7][CH2:9][SiH:10]([O:13][CH3:14])[O:11][CH3:12])[CH2:6][CH2:5][CH2:4][CH2:3][CH2:2]1. (8) Given the reactants [I:1][C:2]1[C:3]([C:11]2[CH:16]=[CH:15][CH:14]=[CH:13][CH:12]=2)=[N:4][CH:5]=[C:6]([O:9][CH3:10])[C:7]=1[NH2:8].[C:17]([N:25]=[C:26]=[S:27])(=[O:24])[C:18]1[CH:23]=[CH:22][CH:21]=[CH:20][CH:19]=1, predict the reaction product. The product is: [C:17]([NH:25][C:26]([NH:8][C:7]1[C:6]([O:9][CH3:10])=[CH:5][N:4]=[C:3]([C:11]2[CH:12]=[CH:13][CH:14]=[CH:15][CH:16]=2)[C:2]=1[I:1])=[S:27])(=[O:24])[C:18]1[CH:23]=[CH:22][CH:21]=[CH:20][CH:19]=1. (9) Given the reactants [Br:1][C:2]1[CH:14]=[CH:13][C:12]2[C:11]3[C:6](=[CH:7][C:8](Br)=[CH:9][CH:10]=3)[C:5]([CH2:24][CH2:25][CH2:26][CH2:27][CH2:28][CH2:29][CH2:30][CH3:31])([CH2:16][CH2:17][CH2:18][CH2:19][CH2:20][CH2:21][CH2:22][CH3:23])[C:4]=2[CH:3]=1.COC(C)(C)C.C([Li])CCC.C(O[B:47]1[O:51][C:50]([CH3:53])([CH3:52])[C:49]([CH3:55])([CH3:54])[O:48]1)(C)C, predict the reaction product. The product is: [Br:1][C:2]1[CH:14]=[CH:13][C:12]2[C:11]3[C:6](=[CH:7][C:8]([B:47]4[O:48][C:49]([CH3:54])([CH3:55])[C:50]([CH3:52])([CH3:53])[O:51]4)=[CH:9][CH:10]=3)[C:5]([CH2:24][CH2:25][CH2:26][CH2:27][CH2:28][CH2:29][CH2:30][CH3:31])([CH2:16][CH2:17][CH2:18][CH2:19][CH2:20][CH2:21][CH2:22][CH3:23])[C:4]=2[CH:3]=1.